Dataset: Serine/threonine kinase 33 screen with 319,792 compounds. Task: Binary Classification. Given a drug SMILES string, predict its activity (active/inactive) in a high-throughput screening assay against a specified biological target. (1) The molecule is O(c1cc(ccc1)C(=O)C)c1ncccn1. The result is 0 (inactive). (2) The result is 0 (inactive). The compound is Clc1ccc(CCN2CC(CCC2=O)C(=O)N(CCC2CCOCC2)C)cc1. (3) The molecule is S(=O)(=O)(N)c1ccc(CCNC(=O)c2c(OCC)cccc2)cc1. The result is 0 (inactive). (4) The molecule is Clc1c(N)cc(C(OCC(=O)N2CCCC2=O)=O)cc1. The result is 0 (inactive).